This data is from Forward reaction prediction with 1.9M reactions from USPTO patents (1976-2016). The task is: Predict the product of the given reaction. (1) Given the reactants C(OC([NH:8][CH2:9][C@H:10]1[CH2:15][CH2:14][C@H:13]([NH:16][C:17]2[S:18][CH:19]=[C:20]([C:22]3[CH:27]=[CH:26][CH:25]=[CH:24][N:23]=3)[N:21]=2)[CH2:12][CH2:11]1)=O)(C)(C)C.Cl, predict the reaction product. The product is: [NH2:8][CH2:9][C@H:10]1[CH2:15][CH2:14][C@H:13]([NH:16][C:17]2[S:18][CH:19]=[C:20]([C:22]3[CH:27]=[CH:26][CH:25]=[CH:24][N:23]=3)[N:21]=2)[CH2:12][CH2:11]1. (2) The product is: [CH3:20][O:21][C:22]1[CH:27]=[CH:26][CH:25]=[CH:24][C:23]=1[C:3]1[C:12]2[C:7](=[CH:8][CH:9]=[CH:10][CH:11]=2)[CH:6]=[CH:5][C:4]=1[C:13]([OH:15])=[O:14]. Given the reactants CO[C:3]1[C:12]2[C:7](=[CH:8][CH:9]=[CH:10][CH:11]=2)[CH:6]=[CH:5][C:4]=1[C:13]([OH:15])=[O:14].C([Mg]Br)C.[CH3:20][O:21][C:22]1[CH:27]=[CH:26][CH:25]=[CH:24][C:23]=1[Mg]Br.Cl, predict the reaction product. (3) The product is: [O:11]1[CH2:12][CH:9]([N:7]2[CH:8]=[C:4]([NH2:1])[CH:5]=[N:6]2)[CH2:10]1. Given the reactants [N+:1]([C:4]1[CH:5]=[N:6][N:7]([CH:9]2[CH2:12][O:11][CH2:10]2)[CH:8]=1)([O-])=O.[H][H], predict the reaction product. (4) Given the reactants [CH:1]1[CH:2]=[CH:3][C:4]2[NH:11][C:9](=[O:10])[CH:8]=[C:7]([CH2:12][CH:13]([NH:17][C:18]([C:20]3[CH:21]=[CH:22][C:23]([Cl:26])=[CH:24][CH:25]=3)=[O:19])[C:14]([OH:16])=[O:15])[C:5]=2[CH:6]=1.Cl[CH2:28][CH:29]1[O:33][CH2:32][CH2:31][O:30]1, predict the reaction product. The product is: [Cl:26][C:23]1[CH:24]=[CH:25][C:20]([C:18]([NH:17][CH:13]([CH2:12][C:7]2[C:5]3[C:4](=[CH:3][CH:2]=[CH:1][CH:6]=3)[NH:11][C:9](=[O:10])[CH:8]=2)[C:14]([O:16][CH2:28][CH:29]2[O:33][CH2:32][CH2:31][O:30]2)=[O:15])=[O:19])=[CH:21][CH:22]=1. (5) Given the reactants [C:1]([O:4][CH2:5][C@@H:6]1[C@@H:11]([O:12][C:13](=[O:15])[CH3:14])[C@H:10](OC(=O)C)[CH:9]=[CH:8][O:7]1)(=[O:3])[CH3:2].B([C:23]1[CH:28]=[CH:27][C:26](B(O)O)=[CH:25][CH:24]=1)(O)O.N#N, predict the reaction product. The product is: [C:1]([O:4][CH2:5][C@@H:6]1[C@@H:11]([O:12][C:13](=[O:15])[CH3:14])[CH:10]=[CH:9][C@@H:8]([C:23]2[CH:28]=[CH:27][C:26]([C@H:8]3[O:7][C@H:6]([CH2:5][O:4][C:1](=[O:3])[CH3:2])[C@@H:11]([O:12][C:13](=[O:15])[CH3:14])[CH:10]=[CH:9]3)=[CH:25][CH:24]=2)[O:7]1)(=[O:3])[CH3:2]. (6) Given the reactants [CH2:1]([C:8]([OH:18])([C:14]([NH:16][NH2:17])=O)[C:9]([O:11][CH2:12]C)=[O:10])[C:2]1[CH:7]=[CH:6][CH:5]=[CH:4][CH:3]=1.[CH3:19][O:20][C:21]1[CH:22]=[C:23]([CH:26]=[C:27]([O:29][CH3:30])[CH:28]=1)[C:24]#[N:25].C([O-])([O-])=O.[K+].[K+].[Si](C=[N+]=[N-])(C)(C)C, predict the reaction product. The product is: [CH3:30][O:29][C:27]1[CH:26]=[C:23]([C:24]2[NH:25][C:14]([C:8]([OH:18])([CH2:1][C:2]3[CH:7]=[CH:6][CH:5]=[CH:4][CH:3]=3)[C:9]([O:11][CH3:12])=[O:10])=[N:16][N:17]=2)[CH:22]=[C:21]([O:20][CH3:19])[CH:28]=1. (7) Given the reactants Cl[CH2:2][CH2:3][CH2:4][CH2:5][C:6]([N:8]1[C@H:12]([C:13]2[CH:18]=[CH:17][C:16]([F:19])=[C:15]([F:20])[CH:14]=2)[CH2:11][O:10][C:9]1=[O:21])=[O:7].[CH3:22][CH:23]([CH3:39])[C:24]([NH:26][C:27]1[CH:32]=[CH:31][CH:30]=[C:29]([CH:33]2[CH2:38][CH2:37][NH:36][CH2:35][CH2:34]2)[CH:28]=1)=[O:25], predict the reaction product. The product is: [F:20][C:15]1[CH:14]=[C:13]([C@@H:12]2[CH2:11][O:10][C:9](=[O:21])[N:8]2[C:6](=[O:7])[CH2:5][CH2:4][CH2:3][CH2:2][N:36]2[CH2:37][CH2:38][CH:33]([C:29]3[CH:28]=[C:27]([NH:26][C:24](=[O:25])[CH:23]([CH3:22])[CH3:39])[CH:32]=[CH:31][CH:30]=3)[CH2:34][CH2:35]2)[CH:18]=[CH:17][C:16]=1[F:19]. (8) Given the reactants [CH3:1][CH:2]([C:8](=[O:15])[CH2:9][C:10](OCC)=O)[C:3](OCC)=[O:4].C(O[CH:19]([O:23]CC)[O:20][CH2:21][CH3:22])C.[NH3:26], predict the reaction product. The product is: [OH:15][C:8]1[C:9]([C:19]([O:20][CH2:21][CH3:22])=[O:23])=[CH:10][NH:26][C:3](=[O:4])[C:2]=1[CH3:1]. (9) The product is: [CH3:17][C:14]1[CH:15]=[CH:16][C:11]([C:10]([NH:9][C:6]2[CH:5]=[CH:4][C:3]([C:1]#[C:2][C:20]3[CH:21]=[N:22][CH:23]=[C:24]([CH:37]=3)[C:25]([N:27]=[S@@:28]([CH3:36])(=[O:35])[C:29]3[CH:34]=[CH:33][CH:32]=[CH:31][CH:30]=3)=[O:26])=[CH:8][CH:7]=2)=[O:18])=[CH:12][CH:13]=1. Given the reactants [C:1]([C:3]1[CH:8]=[CH:7][C:6]([NH:9][C:10](=[O:18])[C:11]2[CH:16]=[CH:15][C:14]([CH3:17])=[CH:13][CH:12]=2)=[CH:5][CH:4]=1)#[CH:2].Br[C:20]1[CH:21]=[N:22][CH:23]=[C:24]([CH:37]=1)[C:25]([N:27]=[S@@:28]([CH3:36])(=[O:35])[C:29]1[CH:34]=[CH:33][CH:32]=[CH:31][CH:30]=1)=[O:26], predict the reaction product.